From a dataset of Forward reaction prediction with 1.9M reactions from USPTO patents (1976-2016). Predict the product of the given reaction. (1) Given the reactants [OH:1][C:2]1[C:6]([C:7]([O:9]CC)=[O:8])=[CH:5][NH:4][N:3]=1, predict the reaction product. The product is: [OH:1][C:2]1[C:6]([C:7]([OH:9])=[O:8])=[CH:5][NH:4][N:3]=1. (2) Given the reactants [CH2:1]([N:8]1[CH2:13][CH2:12][CH:11]([CH3:14])[CH:10]([OH:15])[CH2:9]1)[C:2]1[CH:7]=[CH:6][CH:5]=[CH:4][CH:3]=1.O.[C:17]1([CH3:27])[CH:22]=[CH:21][C:20]([S:23]([OH:26])(=[O:25])=[O:24])=[CH:19][CH:18]=1, predict the reaction product. The product is: [C:17]1([CH3:27])[CH:18]=[CH:19][C:20]([S:23]([OH:26])(=[O:24])=[O:25])=[CH:21][CH:22]=1.[CH2:1]([N:8]1[CH2:13][CH2:12][CH:11]([CH3:14])[CH:10]([OH:15])[CH2:9]1)[C:2]1[CH:3]=[CH:4][CH:5]=[CH:6][CH:7]=1. (3) Given the reactants [Cl:1][C:2]1[CH:7]=[CH:6][C:5](I)=[CH:4][CH:3]=1.[CH2:9]([OH:13])[CH2:10][CH:11]=[CH2:12].C(=O)(O)[O-].[Na+], predict the reaction product. The product is: [Cl:1][C:2]1[CH:7]=[CH:6][C:5]([CH2:12][CH2:11][CH2:10][CH:9]=[O:13])=[CH:4][CH:3]=1.